Dataset: Full USPTO retrosynthesis dataset with 1.9M reactions from patents (1976-2016). Task: Predict the reactants needed to synthesize the given product. (1) Given the product [CH3:1][C:2]1[O:3][C:4]2[CH:10]=[CH:9][C:8]([C:11]3[O:13][N:23]=[C:16]([C:17]4[CH:18]=[N:19][CH:20]=[CH:21][CH:22]=4)[N:15]=3)=[CH:7][C:5]=2[CH:6]=1, predict the reactants needed to synthesize it. The reactants are: [CH3:1][C:2]1[O:3][C:4]2[CH:10]=[CH:9][C:8]([C:11]([OH:13])=O)=[CH:7][C:5]=2[CH:6]=1.O[N:15]=[C:16]([NH2:23])[C:17]1[CH:22]=[CH:21][CH:20]=[N:19][CH:18]=1.N. (2) Given the product [OH:18][C@H:17]1[C@H:16]([OH:19])[C@H:15]([OH:20])[CH2:14][N:13]([S:21]([C:24]2[CH:25]=[CH:26][C:27]([O:30][C:31]3[CH:32]=[CH:33][CH:34]=[CH:35][CH:36]=3)=[CH:28][CH:29]=2)(=[O:22])=[O:23])[C@H:12]1[C:10]([OH:11])=[O:38], predict the reactants needed to synthesize it. The reactants are: C(ON[C:10]([C@H:12]1[C@@H:17]([OH:18])[C@H:16]([OH:19])[C@@H:15]([OH:20])[CH2:14][N:13]1[S:21]([C:24]1[CH:29]=[CH:28][C:27]([O:30][C:31]2[CH:36]=[CH:35][CH:34]=[CH:33][CH:32]=2)=[CH:26][CH:25]=1)(=[O:23])=[O:22])=[O:11])C1C=CC=CC=1.C[OH:38]. (3) Given the product [F:1][C:2]([F:9])([F:8])[C:3]1[CH:7]=[CH:6][N:5]([CH:11]2[CH2:16][CH2:15][N:14]([C:17]([O:19][C:20]([CH3:23])([CH3:22])[CH3:21])=[O:18])[CH2:13][CH2:12]2)[N:4]=1, predict the reactants needed to synthesize it. The reactants are: [F:1][C:2]([F:9])([F:8])[C:3]1[CH:7]=[CH:6][NH:5][N:4]=1.O[CH:11]1[CH2:16][CH2:15][N:14]([C:17]([O:19][C:20]([CH3:23])([CH3:22])[CH3:21])=[O:18])[CH2:13][CH2:12]1.C1(P(C2C=CC=CC=2)C2C=CC=CC=2)C=CC=CC=1.N(C(OC(C)C)=O)=NC(OC(C)C)=O. (4) Given the product [C:62]([NH:66][CH2:67][C:68]1[CH:69]=[C:70]2[C:75](=[CH:76][CH:77]=1)[CH2:74][CH:73]([NH:78][C:26](=[O:28])[CH2:25][CH:17]1[N:16]([S:13]([C:8]3[CH:7]=[CH:6][C:5]4[C:10](=[CH:11][CH:12]=[C:3]([O:2][CH3:1])[CH:4]=4)[CH:9]=3)(=[O:14])=[O:15])[CH2:21][CH2:20][N:19]3[CH:22]=[CH:23][CH:24]=[C:18]13)[CH2:72][CH2:71]2)([CH3:65])([CH3:63])[CH3:64], predict the reactants needed to synthesize it. The reactants are: [CH3:1][O:2][C:3]1[CH:4]=[C:5]2[C:10](=[CH:11][CH:12]=1)[CH:9]=[C:8]([S:13]([N:16]1[CH2:21][CH2:20][N:19]3[CH:22]=[CH:23][CH:24]=[C:18]3[CH:17]1[CH2:25][C:26]([OH:28])=O)(=[O:15])=[O:14])[CH:7]=[CH:6]2.CN(C(ON1N=NC2C=CC=NC1=2)=[N+](C)C)C.F[P-](F)(F)(F)(F)F.CCN(C(C)C)C(C)C.[C:62]([NH:66][CH2:67][C:68]1[CH:69]=[C:70]2[C:75](=[CH:76][CH:77]=1)[CH2:74][CH:73]([NH2:78])[CH2:72][CH2:71]2)([CH3:65])([CH3:64])[CH3:63]. (5) Given the product [CH:15]1([CH2:14][CH2:13][CH2:12][C@@H:8]([C:9]2[O:11][N:44]=[C:36]([CH2:37][C:38]3[CH:43]=[CH:42][CH:41]=[CH:40][N:39]=3)[N:35]=2)[CH2:7][C:6]([O:5][C:1]([CH3:2])([CH3:3])[CH3:4])=[O:21])[CH2:20][CH2:19][CH2:18][CH2:17][CH2:16]1, predict the reactants needed to synthesize it. The reactants are: [C:1]([O:5][C:6](=[O:21])[CH2:7][C@@H:8]([CH2:12][CH2:13][CH2:14][CH:15]1[CH2:20][CH2:19][CH2:18][CH2:17][CH2:16]1)[C:9]([OH:11])=O)([CH3:4])([CH3:3])[CH3:2].Cl.CN(C)CCCN=C=NCC.O[NH:35][C:36](=[NH:44])[CH2:37][C:38]1[CH:43]=[CH:42][CH:41]=[CH:40][N:39]=1. (6) The reactants are: [Li]CCCC.Br[C:7]1[S:8][CH:9]=[CH:10][N:11]=1.[CH2:12]([O:19][C:20](=[O:35])[NH:21][CH2:22][C:23]1[O:24][C:25]([CH3:34])=[C:26]([C:28](=[O:33])N(OC)C)[N:27]=1)[C:13]1[CH:18]=[CH:17][CH:16]=[CH:15][CH:14]=1. Given the product [CH2:12]([O:19][C:20](=[O:35])[NH:21][CH2:22][C:23]1[O:24][C:25]([CH3:34])=[C:26]([C:28]([C:7]2[S:8][CH:9]=[CH:10][N:11]=2)=[O:33])[N:27]=1)[C:13]1[CH:14]=[CH:15][CH:16]=[CH:17][CH:18]=1, predict the reactants needed to synthesize it. (7) Given the product [CH:2]1([NH:8][C:9]2[C:14]([CH3:15])=[C:13]([CH3:16])[N:12]=[C:11]([NH:17][CH2:18][C:19]3[CH:24]=[C:23]([O:26][CH3:25])[CH:22]=[CH:21][N:20]=3)[N:10]=2)[CH2:3][CH2:4][CH2:5][CH2:6][CH2:7]1, predict the reactants needed to synthesize it. The reactants are: Cl.[CH:2]1([NH:8][C:9]2[C:14]([CH3:15])=[C:13]([CH3:16])[N:12]=[C:11]([NH:17][CH2:18][C:19]3[CH:24]=[CH:23][CH:22]=[CH:21][N:20]=3)[N:10]=2)[CH2:7][CH2:6][CH2:5][CH2:4][CH2:3]1.[CH3:25][O:26]C1C=CN=C(CN)C=1.